Dataset: NCI-60 drug combinations with 297,098 pairs across 59 cell lines. Task: Regression. Given two drug SMILES strings and cell line genomic features, predict the synergy score measuring deviation from expected non-interaction effect. (1) Drug 1: CC(CN1CC(=O)NC(=O)C1)N2CC(=O)NC(=O)C2. Drug 2: CN(C)N=NC1=C(NC=N1)C(=O)N. Cell line: BT-549. Synergy scores: CSS=18.3, Synergy_ZIP=-0.511, Synergy_Bliss=8.22, Synergy_Loewe=2.84, Synergy_HSA=7.10. (2) Drug 1: CC1=C(C=C(C=C1)NC2=NC=CC(=N2)N(C)C3=CC4=NN(C(=C4C=C3)C)C)S(=O)(=O)N.Cl. Drug 2: CS(=O)(=O)C1=CC(=C(C=C1)C(=O)NC2=CC(=C(C=C2)Cl)C3=CC=CC=N3)Cl. Cell line: A549. Synergy scores: CSS=17.7, Synergy_ZIP=-2.41, Synergy_Bliss=5.02, Synergy_Loewe=4.09, Synergy_HSA=3.84. (3) Drug 1: CN(C)N=NC1=C(NC=N1)C(=O)N. Drug 2: CN(C(=O)NC(C=O)C(C(C(CO)O)O)O)N=O. Cell line: HCC-2998. Synergy scores: CSS=-4.19, Synergy_ZIP=-0.465, Synergy_Bliss=-4.55, Synergy_Loewe=-6.09, Synergy_HSA=-5.16. (4) Drug 1: C1=CC(=C2C(=C1NCCNCCO)C(=O)C3=C(C=CC(=C3C2=O)O)O)NCCNCCO. Drug 2: C1CN(CCN1C(=O)CCBr)C(=O)CCBr. Cell line: HT29. Synergy scores: CSS=43.5, Synergy_ZIP=-3.65, Synergy_Bliss=-0.253, Synergy_Loewe=0.831, Synergy_HSA=3.05.